Task: Predict which catalyst facilitates the given reaction.. Dataset: Catalyst prediction with 721,799 reactions and 888 catalyst types from USPTO (1) Reactant: [CH3:1][O:2][C:3](=[O:18])[C:4]1[CH:9]=[CH:8][CH:7]=[CH:6][C:5]=1[CH:10]=[C:11]1[CH2:16][CH2:15][N:14]([CH3:17])[CH2:13][CH2:12]1. Product: [CH3:1][O:2][C:3](=[O:18])[C:4]1[CH:9]=[CH:8][CH:7]=[CH:6][C:5]=1[CH2:10][CH:11]1[CH2:16][CH2:15][N:14]([CH3:17])[CH2:13][CH2:12]1. The catalyst class is: 403. (2) Reactant: [CH2:1]([O:3][C:4]([C:6]1[CH:7]=[N:8][N:9]([C:11]2[N:15](COCCOC)[C:14]3[CH:22]=[C:23]([Cl:34])[C:24]([S:26][C:27]4[CH:28]=[C:29]([CH3:33])[CH:30]=[CH:31][CH:32]=4)=[CH:25][C:13]=3[N:12]=2)[CH:10]=1)=[O:5])[CH3:2].CCO.Cl. Product: [CH2:1]([O:3][C:4]([C:6]1[CH:7]=[N:8][N:9]([C:11]2[NH:15][C:14]3[CH:22]=[C:23]([Cl:34])[C:24]([S:26][C:27]4[CH:28]=[C:29]([CH3:33])[CH:30]=[CH:31][CH:32]=4)=[CH:25][C:13]=3[N:12]=2)[CH:10]=1)=[O:5])[CH3:2]. The catalyst class is: 12. (3) Reactant: [NH2:1][C:2]1[CH:7]=[CH:6][N:5]=[CH:4][CH:3]=1.[N:8]1[CH:13]=[CH:12][CH:11]=[C:10]([C:14]2[CH:18]=[C:17]([C:19]([F:22])([F:21])[F:20])[N:16]([C:23]3[CH:31]=[CH:30][C:26]([C:27](O)=[O:28])=[CH:25][CH:24]=3)[N:15]=2)[CH:9]=1.Cl.CN(C)CCCN=C=NCC.C(N(CC)CC)C. Product: [N:5]1[CH:6]=[CH:7][C:2]([NH:1][C:27](=[O:28])[C:26]2[CH:30]=[CH:31][C:23]([N:16]3[C:17]([C:19]([F:21])([F:22])[F:20])=[CH:18][C:14]([C:10]4[CH:9]=[N:8][CH:13]=[CH:12][CH:11]=4)=[N:15]3)=[CH:24][CH:25]=2)=[CH:3][CH:4]=1. The catalyst class is: 4. (4) Reactant: [OH-:1].[Na+].[CH3:3][O:4][C:5]1[CH:32]=[CH:31][C:8]([CH2:9][O:10][C:11]2[CH:12]=[CH:13][CH:14]=[C:15]3[C:30]=2[C:18]2[N:19]=[C:20]([NH2:29])[N:21]=[C:22]([C:23]4[CH:28]=[CH:27][CH:26]=[CH:25][CH:24]=4)[C:17]=2[CH2:16]3)=[CH:7][CH:6]=1. Product: [NH2:29][C:20]1[N:21]=[C:22]([C:23]2[CH:28]=[CH:27][CH:26]=[CH:25][CH:24]=2)[C:17]2[C:16](=[O:1])[C:15]3[C:30](=[C:11]([O:10][CH2:9][C:8]4[CH:7]=[CH:6][C:5]([O:4][CH3:3])=[CH:32][CH:31]=4)[CH:12]=[CH:13][CH:14]=3)[C:18]=2[N:19]=1. The catalyst class is: 37. (5) Reactant: [OH:1][C:2]1[CH:9]=[CH:8][C:5]([CH:6]=[O:7])=[CH:4][CH:3]=1.[OH:10][C:11]1[CH:16]=[CH:15][C:14]([C:17](=O)[CH3:18])=[CH:13][CH:12]=1.C(OCC)C.S(=O)(=O)(O)O. Product: [OH:10][C:11]1[CH:16]=[CH:15][C:14]([CH:17]=[CH:18][C:6]([C:5]2[CH:8]=[CH:9][C:2]([OH:1])=[CH:3][CH:4]=2)=[O:7])=[CH:13][CH:12]=1. The catalyst class is: 8.